Dataset: Catalyst prediction with 721,799 reactions and 888 catalyst types from USPTO. Task: Predict which catalyst facilitates the given reaction. (1) Reactant: [Cl:1][C:2]1[CH:22]=[CH:21][C:5]([NH:6][C:7]2[S:11][C:10]3[CH:12]=[CH:13][CH:14]=[CH:15][C:9]=3[C:8]=2[C:16]([O:18][CH2:19][CH3:20])=[O:17])=[C:4]([N+:23]([O-])=O)[CH:3]=1.[H][H]. Product: [NH2:23][C:4]1[CH:3]=[C:2]([Cl:1])[CH:22]=[CH:21][C:5]=1[NH:6][C:7]1[S:11][C:10]2[CH:12]=[CH:13][CH:14]=[CH:15][C:9]=2[C:8]=1[C:16]([O:18][CH2:19][CH3:20])=[O:17]. The catalyst class is: 849. (2) The catalyst class is: 58. Reactant: Cl[C:2]1[C:7]([Cl:8])=[N:6][CH:5]=[CH:4][N:3]=1.[OH:9][CH:10]1[CH2:13][CH:12]([NH:14][C:15](=[O:21])[O:16][C:17]([CH3:20])([CH3:19])[CH3:18])[CH2:11]1.C([O-])([O-])=O.[Cs+].[Cs+]. Product: [Cl:8][C:7]1[C:2]([O:9][CH:10]2[CH2:11][CH:12]([NH:14][C:15](=[O:21])[O:16][C:17]([CH3:19])([CH3:18])[CH3:20])[CH2:13]2)=[N:3][CH:4]=[CH:5][N:6]=1.